This data is from Catalyst prediction with 721,799 reactions and 888 catalyst types from USPTO. The task is: Predict which catalyst facilitates the given reaction. (1) Reactant: [C:1]([O:5][C:6]([NH:8][CH:9]([CH:13]1[CH2:18][CH2:17][CH2:16][CH2:15][CH2:14]1)[C:10]([OH:12])=O)=[O:7])([CH3:4])([CH3:3])[CH3:2].OC(C(F)(F)F)=O.[NH2:26][CH:27]([CH2:39][CH3:40])[CH:28]([C:30]1[O:31][C:32]2[CH:38]=[CH:37][CH:36]=[CH:35][C:33]=2[N:34]=1)[OH:29].C1C=CC2N(O)N=NC=2C=1.C(Cl)CCl.CN1CCOCC1. Product: [C:1]([O:5][C:6](=[O:7])[NH:8][CH:9]([C:10](=[O:12])[NH:26][CH:27]([CH:28]([C:30]1[O:31][C:32]2[CH:38]=[CH:37][CH:36]=[CH:35][C:33]=2[N:34]=1)[OH:29])[CH2:39][CH3:40])[CH:13]1[CH2:18][CH2:17][CH2:16][CH2:15][CH2:14]1)([CH3:2])([CH3:3])[CH3:4]. The catalyst class is: 10. (2) Reactant: Br[C:2]1[N:6]2[N:7]=[C:8]([NH:11][CH2:12][CH2:13][CH2:14][CH3:15])[CH:9]=[CH:10][C:5]2=[N:4][CH:3]=1.C([Li])CCC.C([O:24][B:25](OC(C)C)[O:26]C(C)C)(C)C. Product: [CH2:12]([NH:11][C:8]1[CH:9]=[CH:10][C:5]2[N:6]([C:2]([B:25]([OH:26])[OH:24])=[CH:3][N:4]=2)[N:7]=1)[CH2:13][CH2:14][CH3:15]. The catalyst class is: 7.